This data is from Catalyst prediction with 721,799 reactions and 888 catalyst types from USPTO. The task is: Predict which catalyst facilitates the given reaction. (1) Reactant: Cl[C:2]1[CH:3]=[CH:4][C:5]2[N:6]([CH:8]=[CH:9][N:10]=2)[N:7]=1.[NH2:11][C:12]1[CH:13]=[C:14]([OH:18])[CH:15]=[CH:16][CH:17]=1.C(=O)([O-])[O-].[K+].[K+].CN1CCCC1=O. Product: [N:10]1[CH:9]=[CH:8][N:6]2[C:5]=1[CH:4]=[CH:3][C:2]([O:18][C:14]1[CH:13]=[C:12]([CH:17]=[CH:16][CH:15]=1)[NH2:11])=[N:7]2. The catalyst class is: 74. (2) Reactant: [ClH:1].Cl.CN1C2CCCC1CC([NH:13][C:14]([C:16]1[CH:17]=[C:18]([NH2:31])[CH:19]=[C:20]3[O:24][C:23]([C:25]4[CH:30]=[CH:29][CH:28]=[CH:27][CH:26]=4)=[N:22][C:21]=13)=[O:15])C2.Cl. Product: [ClH:1].[ClH:1].[NH2:31][C:18]1[CH:19]=[C:20]2[O:24][C:23]([C:25]3[CH:26]=[CH:27][CH:28]=[CH:29][CH:30]=3)=[N:22][C:21]2=[C:16]([C:14]([NH2:13])=[O:15])[CH:17]=1. The catalyst class is: 459. (3) Reactant: [I:1][C:2]1[CH:6]=[CH:5][NH:4][N:3]=1.[H-].[Na+].F[C:10]1[CH:15]=[CH:14][N:13]=[C:12]([C:16]([O:18][CH3:19])=[O:17])[CH:11]=1. Product: [I:1][C:2]1[CH:6]=[CH:5][N:4]([C:10]2[CH:15]=[CH:14][N:13]=[C:12]([C:16]([O:18][CH3:19])=[O:17])[CH:11]=2)[N:3]=1. The catalyst class is: 16. (4) Reactant: [Cl:1][C:2]1[CH:37]=[CH:36][C:5]2[NH:6][C:7]([C@@H:9]([NH:19][C:20](=[O:35])[C:21]3[CH:26]=[CH:25][C:24]([C:27]([N:29]4[CH2:33][CH2:32][CH2:31][CH2:30]4)=[O:28])=[C:23]([CH3:34])[CH:22]=3)[CH2:10][CH2:11][NH:12][C:13]([NH:15][CH2:16][CH2:17]Cl)=[O:14])=[N:8][C:4]=2[CH:3]=1.CC(C)([O-])C.[K+]. Product: [Cl:1][C:2]1[CH:37]=[CH:36][C:5]2[NH:6][C:7]([C@@H:9]([NH:19][C:20](=[O:35])[C:21]3[CH:26]=[CH:25][C:24]([C:27]([N:29]4[CH2:30][CH2:31][CH2:32][CH2:33]4)=[O:28])=[C:23]([CH3:34])[CH:22]=3)[CH2:10][CH2:11][N:12]3[CH2:17][CH2:16][NH:15][C:13]3=[O:14])=[N:8][C:4]=2[CH:3]=1. The catalyst class is: 9. (5) Reactant: C(OCC)(=O)C.[N:7]1[CH:12]=[CH:11][CH:10]=[C:9]([CH2:13][CH2:14][CH2:15][OH:16])[CH:8]=1.CS(C)=O. Product: [N:7]1[CH:12]=[CH:11][CH:10]=[C:9]([CH2:13][CH2:14][CH:15]=[O:16])[CH:8]=1. The catalyst class is: 66. (6) Reactant: [NH2:1][C:2]1[CH:3]=[C:4]([CH:31]=[CH:32][CH:33]=1)[CH2:5][CH2:6][N:7]1[C:12]2[N:13]=[C:14]([NH:17][CH3:18])[N:15]=[CH:16][C:11]=2[CH:10]=[C:9]([C:19]2[CH:24]=[C:23]([O:25][CH3:26])[CH:22]=[C:21]([O:27][CH3:28])[C:20]=2[Cl:29])[C:8]1=[O:30].CCN(C(C)C)C(C)C.[C:43](Cl)(=[O:46])[CH:44]=[CH2:45].CCOC(C)=O. Product: [Cl:29][C:20]1[C:21]([O:27][CH3:28])=[CH:22][C:23]([O:25][CH3:26])=[CH:24][C:19]=1[C:9]1[C:8](=[O:30])[N:7]([CH2:6][CH2:5][C:4]2[CH:3]=[C:2]([NH:1][C:43](=[O:46])[CH:44]=[CH2:45])[CH:33]=[CH:32][CH:31]=2)[C:12]2[N:13]=[C:14]([NH:17][CH3:18])[N:15]=[CH:16][C:11]=2[CH:10]=1. The catalyst class is: 3.